The task is: Predict which catalyst facilitates the given reaction.. This data is from Catalyst prediction with 721,799 reactions and 888 catalyst types from USPTO. (1) Reactant: [Cl:1][C:2]1[CH:3]=[CH:4][C:5]([OH:11])=[C:6]([CH:10]=1)[C:7](O)=[O:8].S(Cl)([Cl:14])=O. Product: [Cl:1][C:2]1[CH:3]=[CH:4][C:5]([OH:11])=[C:6]([CH:10]=1)[C:7]([Cl:14])=[O:8]. The catalyst class is: 194. (2) Reactant: [H-].[H-].[H-].[H-].[Li+].[Al+3].[Al+3].[Cl-].[Cl-].[Cl-].[CH2:11]1[C:15]2([NH:24][C:18]3([CH2:23][CH2:22][CH2:21][CH2:20][CH2:19]3)[O:17][CH2:16]2)[CH2:14][CH2:13][CH2:12]1.[OH-].[Na+]. Product: [CH:18]1([NH:24][C:15]2([CH2:16][OH:17])[CH2:14][CH2:13][CH2:12][CH2:11]2)[CH2:19][CH2:20][CH2:21][CH2:22][CH2:23]1. The catalyst class is: 20. (3) Reactant: [C:1]1([C:7]2[CH:12]=[CH:11][N:10]=[C:9]([NH2:13])[N:8]=2)[CH:6]=[CH:5][CH:4]=[CH:3][CH:2]=1.Br[C:15]1[CH:16]=[C:17]([CH:22]=[CH:23][C:24]=1[CH3:25])[C:18]([O:20][CH3:21])=[O:19].C([O-])([O-])=O.[Cs+].[Cs+].CC1(C)C2C(=C(P(C3C=CC=CC=3)C3C=CC=CC=3)C=CC=2)OC2C(P(C3C=CC=CC=3)C3C=CC=CC=3)=CC=CC1=2. Product: [CH3:25][C:24]1[CH:23]=[CH:22][C:17]([C:18]([O:20][CH3:21])=[O:19])=[CH:16][C:15]=1[NH:13][C:9]1[N:8]=[C:7]([C:1]2[CH:2]=[CH:3][CH:4]=[CH:5][CH:6]=2)[CH:12]=[CH:11][N:10]=1. The catalyst class is: 101. (4) Reactant: [C:1]1([CH2:7][C:8]([O:10]CC)=O)[CH:6]=[CH:5][CH:4]=[CH:3][CH:2]=1.[Li+].CC([N-]C(C)C)C.CCCCCCC.C1COCC1.C(C1C=CC=CC=1)C.[NH2:41][C:42]1[C:47]([CH:48]=O)=[CH:46][N:45]=[C:44]([S:50][CH2:51][C:52]2[CH:57]=[CH:56][CH:55]=[CH:54][CH:53]=2)[N:43]=1. Product: [CH2:51]([S:50][C:44]1[N:45]=[CH:46][C:47]2[CH:48]=[C:7]([C:1]3[CH:2]=[CH:3][CH:4]=[CH:5][CH:6]=3)[C:8](=[O:10])[NH:41][C:42]=2[N:43]=1)[C:52]1[CH:53]=[CH:54][CH:55]=[CH:56][CH:57]=1. The catalyst class is: 1. (5) Reactant: [Cl:1][C:2]1[CH:7]=[C:6]([O:8][CH2:9][CH:10]=[C:11]([Cl:13])[Cl:12])[CH:5]=[C:4]([Cl:14])[C:3]=1[OH:15].C(=O)([O-])[O-].[K+].[K+].[C:22]([O:26][N:27]=[C:28]([CH2:30][O:31][CH2:32][CH2:33][CH2:34][CH2:35]OS(C)(=O)=O)[CH3:29])([CH3:25])([CH3:24])[CH3:23].Cl. Product: [C:22]([O:26][N:27]=[C:28]([CH2:30][O:31][CH2:32][CH2:33][CH2:34][CH2:35][O:15][C:3]1[C:2]([Cl:1])=[CH:7][C:6]([O:8][CH2:9][CH:10]=[C:11]([Cl:13])[Cl:12])=[CH:5][C:4]=1[Cl:14])[CH3:29])([CH3:25])([CH3:24])[CH3:23]. The catalyst class is: 9.